From a dataset of Forward reaction prediction with 1.9M reactions from USPTO patents (1976-2016). Predict the product of the given reaction. (1) Given the reactants S(C1C=CC(C)=CC=1)(O)(=O)=O.[C@@H:12]1([NH2:19])[CH2:17][CH2:16][CH2:15][CH2:14][C@H:13]1[NH2:18].[CH3:20][O:21][C:22]1[CH:23]=[C:24]([CH:28]([C:32]2[CH:37]=[CH:36][CH:35]=[CH:34][N:33]=2)[CH2:29][C:30]#N)[CH:25]=[CH:26][CH:27]=1, predict the reaction product. The product is: [CH3:20][O:21][C:22]1[CH:23]=[C:24]([CH:28]([C:32]2[CH:37]=[CH:36][CH:35]=[CH:34][N:33]=2)[CH2:29][C:30]2[NH:19][CH:12]3[CH2:17][CH2:16][CH2:15][CH2:14][CH:13]3[N:18]=2)[CH:25]=[CH:26][CH:27]=1. (2) Given the reactants [C:1]1([C@@H:7]([CH:9]2[CH2:14][CH2:13][NH:12][CH2:11][CH2:10]2)[OH:8])[CH:6]=[CH:5][CH:4]=[CH:3][CH:2]=1.[H-].[Na+].C([O-])(=O)C1C=CC=CC=1.[K+].[F:27][C:28]1[CH:33]=[CH:32][CH:31]=[C:30](F)[CH:29]=1.[Na+].[Cl-].C([C@](C(O)=O)(O)[C@](C(=O)C1C=CC=CC=1)(O)C(O)=O)(=O)C1C=CC=CC=1, predict the reaction product. The product is: [F:27][C:28]1[CH:29]=[C:30]([CH:31]=[CH:32][CH:33]=1)[O:8][C@@H:7]([C:1]1[CH:2]=[CH:3][CH:4]=[CH:5][CH:6]=1)[CH:9]1[CH2:14][CH2:13][NH:12][CH2:11][CH2:10]1. (3) Given the reactants [C:1]1([C:7]2[CH:14]=[CH:13][C:10]([CH2:11]Cl)=[CH:9][CH:8]=2)[CH:6]=[CH:5][CH:4]=[CH:3][CH:2]=1.[CH2:15]([N:22]1[C:30]2[C:25](=[CH:26][CH:27]=[C:28]([CH2:31][C:32]([OH:34])=[O:33])[CH:29]=2)[CH:24]=[CH:23]1)[C:16]1[CH:21]=[CH:20][CH:19]=[CH:18][CH:17]=1, predict the reaction product. The product is: [C:7]1([C:1]2[CH:6]=[CH:5][CH:4]=[CH:3][CH:2]=2)[CH:14]=[CH:13][C:10]([CH2:11][N:22]2[C:30]3[C:25](=[CH:26][CH:27]=[C:28]([CH2:31][C:32]([OH:34])=[O:33])[CH:29]=3)[CH:24]=[CH:23]2)=[CH:9][CH:8]=1.[CH2:15]([N:22]1[C:30]2[C:25](=[CH:26][CH:27]=[C:28]([CH2:31][C:32]([OH:34])=[O:33])[CH:29]=2)[CH:24]=[CH:23]1)[C:16]1[CH:17]=[CH:18][CH:19]=[CH:20][CH:21]=1. (4) Given the reactants [Br:1][C:2]1[C:3]([CH2:9][NH:10][CH3:11])=[C:4]([NH2:8])[CH:5]=[CH:6][CH:7]=1.CCN(CC)CC.ClC(Cl)(O[C:23](=[O:29])OC(Cl)(Cl)Cl)Cl, predict the reaction product. The product is: [Br:1][C:2]1[CH:7]=[CH:6][CH:5]=[C:4]2[C:3]=1[CH2:9][N:10]([CH3:11])[C:23](=[O:29])[NH:8]2. (5) Given the reactants [NH2:1][C:2]1[CH:3]=[CH:4][C:5]([O:19][CH2:20][CH2:21][CH3:22])=[C:6]([C:8]2[NH:13][C:12](=[O:14])[C:11]([CH2:15][CH3:16])=[C:10]([CH2:17][CH3:18])[N:9]=2)[CH:7]=1.C(O)(=O)C.[O-:27][C:28]#[N:29].[K+], predict the reaction product. The product is: [CH2:17]([C:10]1[N:9]=[C:8]([C:6]2[CH:7]=[C:2]([NH:1][C:28]([NH2:29])=[O:27])[CH:3]=[CH:4][C:5]=2[O:19][CH2:20][CH2:21][CH3:22])[NH:13][C:12](=[O:14])[C:11]=1[CH2:15][CH3:16])[CH3:18]. (6) Given the reactants [F:1][C:2]([F:11])([F:10])[C:3]1[CH:9]=[CH:8][C:6]([NH2:7])=[CH:5][CH:4]=1.[Cl:12][C:13]1[C:14]([C:19](O)=[O:20])=[N:15][CH:16]=[CH:17][CH:18]=1.CCN=C=NCCCN(C)C.Cl.C(=O)(O)[O-].[Na+], predict the reaction product. The product is: [Cl:12][C:13]1[C:14]([C:19]([NH:7][C:6]2[CH:8]=[CH:9][C:3]([C:2]([F:10])([F:11])[F:1])=[CH:4][CH:5]=2)=[O:20])=[N:15][CH:16]=[CH:17][CH:18]=1. (7) Given the reactants Br[C:2]1[CH:11]=[C:10]([F:12])[C:9]([OH:13])=[C:8]2[C:3]=1[CH:4]=[CH:5][C:6]([O:14][CH3:15])=[N:7]2.[C:16]([O:20][CH2:21][CH3:22])(=[O:19])[CH:17]=[CH2:18].C1(C(N)C2CCCCC2)CCCCC1, predict the reaction product. The product is: [F:12][C:10]1[C:9]([OH:13])=[C:8]2[C:3]([CH:4]=[CH:5][C:6]([O:14][CH3:15])=[N:7]2)=[C:2](/[CH:18]=[CH:17]/[C:16]([O:20][CH2:21][CH3:22])=[O:19])[CH:11]=1. (8) Given the reactants C([O:4][C:5]1[C:6]2[CH2:7][CH2:8][NH:9][CH2:10][C:11]=2[CH:12]=[CH:13][CH:14]=1)(=O)C.Cl[C:16]1[N:21]=[CH:20][C:19]([CH2:22][CH3:23])=[CH:18][N:17]=1.C(=O)([O-])[O-].[Cs+].[Cs+].C(OCC)(=O)C, predict the reaction product. The product is: [CH2:22]([C:19]1[CH:18]=[N:17][C:16]([N:9]2[CH2:8][CH2:7][C:6]3[C:5]([OH:4])=[CH:14][CH:13]=[CH:12][C:11]=3[CH2:10]2)=[N:21][CH:20]=1)[CH3:23]. (9) Given the reactants [CH3:1][O:2][C:3](=[O:29])[CH:4]([CH:9]([C:16]1[C:17]([O:27][CH3:28])=[N:18][C:19]2[C:24]([CH:25]=1)=[CH:23][C:22]([Br:26])=[CH:21][CH:20]=2)[C:10]1[CH:15]=[CH:14][CH:13]=[CH:12][CH:11]=1)[C:5]([O:7]C)=[O:6].[OH-].[K+], predict the reaction product. The product is: [CH3:1][O:2][C:3](=[O:29])[CH:4]([CH:9]([C:16]1[C:17]([O:27][CH3:28])=[N:18][C:19]2[C:24]([CH:25]=1)=[CH:23][C:22]([Br:26])=[CH:21][CH:20]=2)[C:10]1[CH:15]=[CH:14][CH:13]=[CH:12][CH:11]=1)[C:5]([OH:7])=[O:6].